This data is from Forward reaction prediction with 1.9M reactions from USPTO patents (1976-2016). The task is: Predict the product of the given reaction. (1) Given the reactants [CH2:1]([C:8]1[CH:9]=[N:10][C:11]2[C:16]([C:17]=1[C:18]1[CH:19]=[C:20]([NH2:24])[CH:21]=[CH:22][CH:23]=1)=[CH:15][CH:14]=[CH:13][C:12]=2[C:25]([F:28])([F:27])[F:26])[C:2]1[CH:7]=[CH:6][CH:5]=[CH:4][CH:3]=1.[F:29][C:30]1[CH:35]=[CH:34][CH:33]=[CH:32][C:31]=1[N:36]=[C:37]=[O:38], predict the reaction product. The product is: [CH2:1]([C:8]1[CH:9]=[N:10][C:11]2[C:16]([C:17]=1[C:18]1[CH:19]=[C:20]([NH:24][C:37]([NH:36][C:31]3[CH:32]=[CH:33][CH:34]=[CH:35][C:30]=3[F:29])=[O:38])[CH:21]=[CH:22][CH:23]=1)=[CH:15][CH:14]=[CH:13][C:12]=2[C:25]([F:28])([F:26])[F:27])[C:2]1[CH:3]=[CH:4][CH:5]=[CH:6][CH:7]=1. (2) Given the reactants [NH:1]1[C:7]2[CH:8]=[CH:9][CH:10]=[CH:11][C:6]=2[CH2:5][CH2:4][CH2:3][C:2]1=[O:12].[Br:13]N1C(=O)CCC1=O, predict the reaction product. The product is: [Br:13][C:10]1[CH:9]=[CH:8][C:7]2[NH:1][C:2](=[O:12])[CH2:3][CH2:4][CH2:5][C:6]=2[CH:11]=1. (3) Given the reactants [F:1][C:2]([F:15])([F:14])[O:3][C:4]1[CH:13]=[CH:12][C:7]2=[N:8][C:9](=[O:11])[N:10]=[C:6]2[CH:5]=1.[H-].[Na+].[C:18](O[C:18]([O:20][C:21]([CH3:24])([CH3:23])[CH3:22])=[O:19])([O:20][C:21]([CH3:24])([CH3:23])[CH3:22])=[O:19], predict the reaction product. The product is: [C:18]([N:8]1[C:7]2[CH:12]=[CH:13][C:4]([O:3][C:2]([F:1])([F:14])[F:15])=[CH:5][C:6]=2[NH:10][C:9]1=[O:11])([O:20][C:21]([CH3:24])([CH3:23])[CH3:22])=[O:19]. (4) The product is: [CH2:3]([NH:5][C:6]1[CH:7]=[C:8]([CH:13]=[C:14]([C:16]([F:17])([F:18])[F:19])[CH:15]=1)[C:9]([OH:11])=[O:10])[CH3:2]. Given the reactants F[C:2](F)(F)[C:3]([NH:5][C:6]1[CH:7]=[C:8]([CH:13]=[C:14]([C:16]([F:19])([F:18])[F:17])[CH:15]=1)[C:9]([O:11]C)=[O:10])=O.C(=O)C.C([BH3-])#N.[Na+], predict the reaction product. (5) Given the reactants C(N(CC)CC)C.[NH:8]1[CH2:16][CH2:15][CH2:14][C@H:9]1[C:10]([O:12][CH3:13])=[O:11].Cl, predict the reaction product. The product is: [NH:8]1[CH2:16][CH2:15][CH2:14][C@H:9]1[C:10]([O:12][CH3:13])=[O:11]. (6) Given the reactants [Cl:1][C:2]1[C:7]([C:8]2[CH:13]=[CH:12][C:11]([C:14]#[N:15])=[CH:10][C:9]=2[Cl:16])=[C:6]([NH:17][C@@H:18]([CH:20]([CH3:22])[CH3:21])[CH3:19])[N:5]2[N:23]=[CH:24][C:25]([C:26]([O:28]C)=[O:27])=[C:4]2[N:3]=1.[OH-].[K+].O.Cl, predict the reaction product. The product is: [Cl:1][C:2]1[C:7]([C:8]2[CH:13]=[CH:12][C:11]([C:14]#[N:15])=[CH:10][C:9]=2[Cl:16])=[C:6]([NH:17][C@@H:18]([CH:20]([CH3:21])[CH3:22])[CH3:19])[N:5]2[N:23]=[CH:24][C:25]([C:26]([OH:28])=[O:27])=[C:4]2[N:3]=1.